This data is from Acute oral toxicity (LD50) regression data from Zhu et al.. The task is: Regression/Classification. Given a drug SMILES string, predict its toxicity properties. Task type varies by dataset: regression for continuous values (e.g., LD50, hERG inhibition percentage) or binary classification for toxic/non-toxic outcomes (e.g., AMES mutagenicity, cardiotoxicity, hepatotoxicity). Dataset: ld50_zhu. (1) The drug is CCC(C)c1cnc2nc(N)nc(N)c2c1C. The rat oral LD50 is 3.36, given as -log10 of the dose in mol/kg body weight (higher means more acutely toxic). (2) The drug is CC(CN1C(=O)N(CC2CO2)C(C)(C)C1=O)OCC1CO1. The rat oral LD50 is 2.22, given as -log10 of the dose in mol/kg body weight (higher means more acutely toxic). (3) The drug is CC(=O)Nc1ccc2c(c1)OCO2. The rat oral LD50 is 2.25, given as -log10 of the dose in mol/kg body weight (higher means more acutely toxic). (4) The drug is COP(=S)(OC)Oc1ccc(Sc2ccc(OP(=S)(OC)OC)cc2)cc1. The rat oral LD50 is 2.67, given as -log10 of the dose in mol/kg body weight (higher means more acutely toxic). (5) The rat oral LD50 is 4.01, given as -log10 of the dose in mol/kg body weight (higher means more acutely toxic). The drug is CCCCCCCCCCCCCCOC(=O)Cc1ccc(N(CCCl)CCCl)cc1. (6) The compound is Nc1ccc(Cl)c(Cl)c1. The rat oral LD50 is 2.47, given as -log10 of the dose in mol/kg body weight (higher means more acutely toxic). (7) The molecule is CN(C)C(=O)Nc1ccccc1. The rat oral LD50 is 1.41, given as -log10 of the dose in mol/kg body weight (higher means more acutely toxic).